From a dataset of Full USPTO retrosynthesis dataset with 1.9M reactions from patents (1976-2016). Predict the reactants needed to synthesize the given product. (1) Given the product [C:18]1([CH:7]([NH:8][C:9]([N:41]2[CH2:40][CH2:39][N:38]([C:30]3[N:29]=[C:28]([NH:27][CH2:24][CH:25]=[CH2:26])[N:33]=[C:32]([NH:34][CH2:35][CH:36]=[CH2:37])[N:31]=3)[CH2:43][CH2:42]2)=[O:11])[C:1]2[CH:2]=[CH:3][CH:4]=[CH:5][CH:6]=2)[CH:19]=[CH:20][CH:21]=[CH:22][CH:23]=1, predict the reactants needed to synthesize it. The reactants are: [C:1]1([CH:7]([C:18]2[CH:23]=[CH:22][CH:21]=[CH:20][CH:19]=2)[N:8](C2C=CC=CC=2)[C:9](=[O:11])[O-])[CH:6]=[CH:5][CH:4]=[CH:3][CH:2]=1.[CH2:24]([NH:27][C:28]1[N:33]=[C:32]([NH:34][CH2:35][CH:36]=[CH2:37])[N:31]=[C:30]([N:38]2[CH2:43][CH2:42][NH:41][CH2:40][CH2:39]2)[N:29]=1)[CH:25]=[CH2:26].C1CCN2C(=NCCC2)CC1. (2) Given the product [O:32]=[C:27]1[NH:28][C:29](=[O:31])[C:30](=[CH:1][C:3]2[CH:8]=[CH:7][C:6]([C:9]3[CH:14]=[CH:13][CH:12]=[C:11]([CH2:15][N:16]([CH3:24])[C:17](=[O:23])[O:18][C:19]([CH3:21])([CH3:22])[CH3:20])[CH:10]=3)=[CH:5][C:4]=2[CH3:25])[S:26]1, predict the reactants needed to synthesize it. The reactants are: [CH:1]([C:3]1[CH:8]=[CH:7][C:6]([C:9]2[CH:14]=[CH:13][CH:12]=[C:11]([CH2:15][N:16]([CH3:24])[C:17](=[O:23])[O:18][C:19]([CH3:22])([CH3:21])[CH3:20])[CH:10]=2)=[CH:5][C:4]=1[CH3:25])=O.[S:26]1[CH2:30][C:29](=[O:31])[NH:28][C:27]1=[O:32]. (3) Given the product [CH3:27][C:5]([O:7][C:8]1[CH:13]=[CH:12][CH:11]=[C:10]([NH:14][CH2:15][CH2:16][C:17]2[CH:18]=[CH:19][C:20]([C:23]([F:24])([F:26])[F:25])=[CH:21][CH:22]=2)[CH:9]=1)([CH3:6])[C:4]([OH:28])=[O:3], predict the reactants needed to synthesize it. The reactants are: C([O:3][C:4](=[O:28])[C:5]([CH3:27])([O:7][C:8]1[CH:13]=[CH:12][CH:11]=[C:10]([NH:14][CH2:15][CH2:16][C:17]2[CH:22]=[CH:21][C:20]([C:23]([F:26])([F:25])[F:24])=[CH:19][CH:18]=2)[CH:9]=1)[CH3:6])C.[Li+].[OH-]. (4) The reactants are: [O:1]1[C:5]2[CH:6]=[CH:7][C:8]([CH2:10][C:11]3[NH:19][C:18]4[C:13](=[N:14][C:15]([F:21])=[N:16][C:17]=4[NH2:20])[N:12]=3)=[CH:9][C:4]=2[O:3][CH2:2]1.C1C(=O)N([Cl:29])C(=O)C1. Given the product [F:21][C:15]1[N:14]=[C:13]2[C:18]([NH:19][C:11]([CH2:10][C:8]3[C:7]([Cl:29])=[CH:6][C:5]4[O:1][CH2:2][O:3][C:4]=4[CH:9]=3)=[N:12]2)=[C:17]([NH2:20])[N:16]=1, predict the reactants needed to synthesize it. (5) Given the product [O:4]1[CH2:9][CH2:8][CH2:7][O:6][CH:5]1[CH2:10][CH2:11][Zn:2][CH2:11][CH2:10][CH:5]1[O:6][CH2:7][CH2:8][CH2:9][O:4]1, predict the reactants needed to synthesize it. The reactants are: [Cl-].[Zn+2:2].[Cl-].[O:4]1[CH2:9][CH2:8][CH2:7][O:6][CH:5]1[CH2:10][CH2:11][Mg]Br. (6) Given the product [CH3:33][O:32][C:22]1[CH:21]=[C:20]([C:17]2[N:38]=[C:15]3[CH:5]([C:6]4[CH:11]=[C:10]([F:12])[C:9]([F:13])=[C:8]([F:14])[CH:7]=4)[CH2:4][CH2:3][CH2:2][N:19]3[N:18]=2)[CH:25]=[CH:24][C:23]=1[C:26]1[O:30][C:29]([CH3:31])=[N:28][CH:27]=1, predict the reactants needed to synthesize it. The reactants are: Cl[CH2:2][CH2:3][CH2:4][CH:5]([C:15]1O[C:17]([C:20]2[CH:25]=[CH:24][C:23]([C:26]3[O:30][C:29]([CH3:31])=[N:28][CH:27]=3)=[C:22]([O:32][CH3:33])[CH:21]=2)=[N:18][N:19]=1)[C:6]1[CH:11]=[C:10]([F:12])[C:9]([F:13])=[C:8]([F:14])[CH:7]=1.C([O-])(=O)C.[NH4+:38].